Dataset: Reaction yield outcomes from USPTO patents with 853,638 reactions. Task: Predict the reaction yield, written as a fraction of the theoretical maximum amount of product (1.0 means a 100% yield; for example, 0.34 means a 34% yield). (1) The reactants are Br[C:2]1[C:3]2[CH:4]=[CH:5][C:6]([N:43]=2)=[C:7]([C:34]2[C:39]([CH3:40])=[CH:38][C:37]([CH3:41])=[CH:36][C:35]=2[CH3:42])[C:8]2[NH:12][C:11]([CH:13]=[C:14]3[N:33]=[C:17]([C:18]([C:24]4[C:29]([CH3:30])=[CH:28][C:27]([CH3:31])=[CH:26][C:25]=4[CH3:32])=[C:19]4[NH:23][C:22]=1[CH:21]=[CH:20]4)[CH:16]=[CH:15]3)=[CH:10][CH:9]=2.[O-]P([O-])([O-])=O.[K+].[K+].[K+].[C:52]([NH:55][C:56]1[CH:61]=[CH:60][C:59](B(O)O)=[CH:58][CH:57]=1)(=[O:54])[CH3:53]. The catalyst is C1C=CC([P]([Pd]([P](C2C=CC=CC=2)(C2C=CC=CC=2)C2C=CC=CC=2)([P](C2C=CC=CC=2)(C2C=CC=CC=2)C2C=CC=CC=2)[P](C2C=CC=CC=2)(C2C=CC=CC=2)C2C=CC=CC=2)(C2C=CC=CC=2)C2C=CC=CC=2)=CC=1.C1COCC1. The product is [C:52]([NH:55][C:56]1[CH:61]=[CH:60][C:59]([C:2]2[C:3]3[CH:4]=[CH:5][C:6]([N:43]=3)=[C:7]([C:34]3[C:35]([CH3:42])=[CH:36][C:37]([CH3:41])=[CH:38][C:39]=3[CH3:40])[C:8]3[NH:12][C:11]([CH:13]=[C:14]4[N:33]=[C:17]([C:18]([C:24]5[C:25]([CH3:32])=[CH:26][C:27]([CH3:31])=[CH:28][C:29]=5[CH3:30])=[C:19]5[NH:23][C:22]=2[CH:21]=[CH:20]5)[CH:16]=[CH:15]4)=[CH:10][CH:9]=3)=[CH:58][CH:57]=1)(=[O:54])[CH3:53]. The yield is 0.730. (2) The catalyst is CN(C=O)C. The product is [CH:17]1([NH:20][C:21]2[N:23]=[C:5]([C:7]3[CH:8]=[N:9][N:10]4[C:15]=3[CH:14]=[CH:13][CH:12]=[N:11]4)[CH:4]=[CH:3][N:22]=2)[CH2:19][CH2:18]1. The yield is 0.750. The reactants are CN(C)/[CH:3]=[CH:4]/[C:5]([C:7]1[CH:8]=[N:9][N:10]2[C:15]=1[CH:14]=[CH:13][CH:12]=[N:11]2)=O.[CH:17]1([NH:20][C:21]([NH2:23])=[NH:22])[CH2:19][CH2:18]1.C(=O)([O-])[O-].[K+].[K+]. (3) The reactants are [Cl:1][C:2]1[CH:3]=[C:4]2[C:8](=[CH:9][C:10]=1[Cl:11])[C:7](=O)[N:6]([C:13]1[C:14]([CH3:35])=[C:15]([CH3:34])[C:16]3[O:20][C:19]([CH3:22])([CH3:21])[CH:18]([C:23]4[CH:28]=[CH:27][C:26]([CH:29]([CH3:31])[CH3:30])=[CH:25][CH:24]=4)[C:17]=3[C:32]=1[CH3:33])[C:5]2=O. The catalyst is CCCCCC. The product is [Cl:11][C:10]1[CH:9]=[C:8]2[C:4](=[CH:3][C:2]=1[Cl:1])[CH2:5][N:6]([C:13]1[C:14]([CH3:35])=[C:15]([CH3:34])[C:16]3[O:20][C:19]([CH3:21])([CH3:22])[CH:18]([C:23]4[CH:28]=[CH:27][C:26]([CH:29]([CH3:31])[CH3:30])=[CH:25][CH:24]=4)[C:17]=3[C:32]=1[CH3:33])[CH2:7]2. The yield is 0.160.